This data is from Forward reaction prediction with 1.9M reactions from USPTO patents (1976-2016). The task is: Predict the product of the given reaction. (1) Given the reactants [Cl:1][C:2]1[CH:3]=[C:4]([CH2:9][OH:10])[CH:5]=[C:6]([Cl:8])[CH:7]=1.C1N=CN([C:16]([N:18]2[CH:22]=[N:21][CH:20]=[CH:19]2)=[O:17])C=1.[N:23]1N2CCNC[C:26]2=[CH:25][C:24]=1[C:32]([N:34]1[CH:39]2[CH2:40][CH2:41][CH2:42][CH:35]1[CH2:36][CH:37]([C:43]([O:45][CH2:46][CH3:47])=[O:44])[CH2:38]2)=[O:33], predict the reaction product. The product is: [CH2:46]([O:45][C:43]([CH:37]1[CH2:36][CH:35]2[N:34]([C:32]([C:24]3[CH:25]=[C:26]4[CH2:22][N:18]([C:16]([O:10][CH2:9][C:4]5[CH:3]=[C:2]([Cl:1])[CH:7]=[C:6]([Cl:8])[CH:5]=5)=[O:17])[CH2:19][CH2:20][N:21]4[N:23]=3)=[O:33])[CH:39]([CH2:40][CH2:41][CH2:42]2)[CH2:38]1)=[O:44])[CH3:47]. (2) Given the reactants [C:1]1(B(O)O)[CH:6]=[CH:5][CH:4]=[CH:3][CH:2]=1.Br[C:11]1[CH:15]=[CH:14][O:13][CH:12]=1.[O-]P([O-])([O-])=O.[K+].[K+].[K+], predict the reaction product. The product is: [C:1]1([C:11]2[CH:15]=[CH:14][O:13][CH:12]=2)[CH:6]=[CH:5][CH:4]=[CH:3][CH:2]=1. (3) Given the reactants [N+:1]([C:4]1[CH:15]=[CH:14][C:7]([CH2:8][N:9]2[CH2:13][CH2:12][CH2:11][CH2:10]2)=[CH:6][CH:5]=1)([O-])=O, predict the reaction product. The product is: [N:9]1([CH2:8][C:7]2[CH:6]=[CH:5][C:4]([NH2:1])=[CH:15][CH:14]=2)[CH2:13][CH2:12][CH2:11][CH2:10]1. (4) Given the reactants Br[C:2]1[CH:7]=[CH:6][C:5]([C:8]2[O:9][C:10]([CH3:20])=[C:11]([CH2:13][CH2:14][N:15]3[CH2:19][CH2:18][CH2:17][CH2:16]3)[N:12]=2)=[CH:4][CH:3]=1.C(=O)([O-])[O-].[Na+].[Na+].[CH3:27][S:28]([C:30]1[CH:35]=[CH:34][C:33](B(O)O)=[CH:32][CH:31]=1)=[O:29], predict the reaction product. The product is: [CH3:27][S:28]([C:30]1[CH:35]=[CH:34][C:33]([C:2]2[CH:7]=[CH:6][C:5]([C:8]3[O:9][C:10]([CH3:20])=[C:11]([CH2:13][CH2:14][N:15]4[CH2:19][CH2:18][CH2:17][CH2:16]4)[N:12]=3)=[CH:4][CH:3]=2)=[CH:32][CH:31]=1)=[O:29]. (5) Given the reactants C(OC([N:8]1[CH2:11][C:10]([C@@H:13]([C:15]2[CH:16]=[C:17]3[C:26](=[CH:27][C:28]=2[C:29]2[CH:34]=[CH:33][CH:32]=[CH:31][C:30]=2[F:35])[O:25][CH2:24][C:23]2[N:18]3[C@H:19]([CH3:37])[C:20](=[O:36])[NH:21][N:22]=2)[CH3:14])([CH3:12])[CH2:9]1)=O)(C)(C)C, predict the reaction product. The product is: [F:35][C:30]1[CH:31]=[CH:32][CH:33]=[CH:34][C:29]=1[C:28]1[CH:27]=[C:26]2[C:17]([N:18]3[C:23]([CH2:24][O:25]2)=[N:22][NH:21][C:20](=[O:36])[C@H:19]3[CH3:37])=[CH:16][C:15]=1[C@H:13]([C:10]1([CH3:12])[CH2:11][NH:8][CH2:9]1)[CH3:14]. (6) Given the reactants [CH3:1][CH:2](O)[C:3]#[CH:4].[CH3:6][O:7][CH2:8][CH2:9][NH:10][CH3:11], predict the reaction product. The product is: [CH3:6][O:7][CH2:8][CH2:9][N:10]([CH3:11])[CH:2]([CH3:1])[C:3]#[CH:4]. (7) Given the reactants BrC[CH2:3][C:4]1[CH:9]=[CH:8][C:7]([C:10]2[CH:11]=[C:12]([CH:17]=[C:18]([Cl:20])[N:19]=2)[C:13]([O:15][CH3:16])=[O:14])=[CH:6][CH:5]=1.[CH3:21][NH:22][CH3:23], predict the reaction product. The product is: [Cl:20][C:18]1[CH:17]=[C:12]([CH:11]=[C:10]([C:7]2[CH:8]=[CH:9][C:4]([CH2:3][N:22]([CH3:23])[CH3:21])=[CH:5][CH:6]=2)[N:19]=1)[C:13]([O:15][CH3:16])=[O:14].